Dataset: Reaction yield outcomes from USPTO patents with 853,638 reactions. Task: Predict the reaction yield, written as a fraction of the theoretical maximum amount of product (1.0 means a 100% yield; for example, 0.34 means a 34% yield). (1) The reactants are [N+:1]([C:4]1[CH:12]=[CH:11][C:7]([C:8]([OH:10])=O)=[CH:6][CH:5]=1)([O-:3])=[O:2].C(N(C(C)C)CC)(C)C.[CH3:22][N:23]1[CH2:28][CH2:27][NH:26][CH2:25][CH2:24]1. The catalyst is CN(C=O)C.ClCCl.[Na+].[Cl-]. The product is [CH3:22][N:23]1[CH2:28][CH2:27][N:26]([C:8]([C:7]2[CH:6]=[CH:5][C:4]([N+:1]([O-:3])=[O:2])=[CH:12][CH:11]=2)=[O:10])[CH2:25][CH2:24]1. The yield is 0.560. (2) The reactants are [O:1]1[CH:5]=[CH:4][C:3]([C:6]2[CH:14]=[CH:13][CH:12]=[C:11]3[C:7]=2[C:8]2([C:19]4=[CH:20][C:21]5[O:25][CH2:24][O:23][C:22]=5[CH:26]=[C:18]4[O:17][CH2:16]2)[C:9](=[O:15])[NH:10]3)=[CH:2]1. The catalyst is CS(C)=O. The product is [O:1]1[CH:5]=[CH:4][C:3]([C:6]2[CH:14]=[CH:13][CH:12]=[C:11]3[C:7]=2[C@:8]2([C:19]4=[CH:20][C:21]5[O:25][CH2:24][O:23][C:22]=5[CH:26]=[C:18]4[O:17][CH2:16]2)[C:9](=[O:15])[NH:10]3)=[CH:2]1. The yield is 0.750. (3) The reactants are Br[C:2]1[CH:3]=[CH:4][CH:5]=[C:6]2[C:10]=1[NH:9][CH:8]=[CH:7]2.[Li]CCCC.[CH3:16][S:17]SC. The catalyst is C1COCC1. The product is [CH3:16][S:17][C:2]1[CH:3]=[CH:4][CH:5]=[C:6]2[C:10]=1[NH:9][CH:8]=[CH:7]2. The yield is 0.550. (4) The reactants are [Br:1][C:2]1[CH:3]=[C:4]([N:8]2[C:16]3[C:11](=[CH:12][C:13](I)=[CH:14][CH:15]=3)[C:10]([C:18]([O:20][CH3:21])=[O:19])=[N:9]2)[CH:5]=[CH:6][CH:7]=1.[CH3:22][C:23]1[N:24]=[CH:25][NH:26][CH:27]=1.CN[C@@H]1CCCC[C@H]1NC.C(=O)([O-])[O-].[Cs+].[Cs+].CN(C=O)C. No catalyst specified. The product is [Br:1][C:2]1[CH:3]=[C:4]([N:8]2[C:16]3[C:11](=[CH:12][C:13]([N:26]4[CH:27]=[C:23]([CH3:22])[N:24]=[CH:25]4)=[CH:14][CH:15]=3)[C:10]([C:18]([O:20][CH3:21])=[O:19])=[N:9]2)[CH:5]=[CH:6][CH:7]=1. The yield is 0.210. (5) The reactants are [CH2:1]([N:3]1[CH2:8][CH2:7][CH2:6][CH:5](CO)[CH2:4]1)[CH3:2].[CH2:11]([S:13]([C:16]1[CH:17]=[C:18]([C:22]2[C:27]3[C:28]4[CH:34]=[C:33]([CH3:35])[CH:32]=[N:31][C:29]=4[NH:30][C:26]=3[C:25]([O:36][CH2:37]CCN(C)C)=[N:24][CH:23]=2)[CH:19]=[CH:20][CH:21]=1)(=[O:15])=[O:14])[CH3:12]. No catalyst specified. The product is [CH2:11]([S:13]([C:16]1[CH:17]=[C:18]([C:22]2[C:27]3[C:28]4[CH:34]=[C:33]([CH3:35])[CH:32]=[N:31][C:29]=4[NH:30][C:26]=3[C:25]([O:36][CH2:37][CH:6]3[CH2:5][CH2:4][N:3]([CH2:1][CH3:2])[CH2:8][CH2:7]3)=[N:24][CH:23]=2)[CH:19]=[CH:20][CH:21]=1)(=[O:14])=[O:15])[CH3:12]. The yield is 0.240. (6) The reactants are [O:1]1[C@H:5]2[O:6][CH2:7][CH2:8][C@H:4]2[C@@H:3]([O:9][C:10](=[O:51])[NH:11][C@@H:12]([CH2:44][C:45]2[CH:50]=[CH:49][CH:48]=[CH:47][CH:46]=2)[C@H:13]([OH:43])[CH2:14][N:15]([S:32]([C:35]2[CH:40]=[CH:39][C:38]([O:41][CH3:42])=[CH:37][CH:36]=2)(=[O:34])=[O:33])CC(C)(C)CCNC(=O)NCC(OCC)=O)[CH2:2]1.O1[C@@H]2OCC[C@@H]2[C@H](OC(=O)N[C@@H](CC2C=CC=CC=2)[C@H](O)CN(S(C2C=CC(OC)=CC=2)(=O)=O)[CH2:67][C:68]([CH3:82])([CH3:81])[CH2:69][CH2:70][NH:71][C:72](=[O:80])[NH:73][CH2:74][C:75](OCC)=[O:76])C1.[NH3:103]. The catalyst is CO. The product is [NH2:103][C:75](=[O:76])[CH2:74][NH:73][C:72]([NH:71][CH2:70][CH2:69][C:68]([CH3:82])([CH3:81])[CH2:67][CH:14]([NH:15][S:32]([C:35]1[CH:36]=[CH:37][C:38]([O:41][CH3:42])=[CH:39][CH:40]=1)(=[O:34])=[O:33])[C@H:13]([OH:43])[C@@H:12]([NH:11][C:10](=[O:51])[O:9][C@H:3]1[C@@H:4]2[C@@H:5]([O:6][CH2:7][CH2:8]2)[O:1][CH2:2]1)[CH2:44][C:45]1[CH:50]=[CH:49][CH:48]=[CH:47][CH:46]=1)=[O:80]. The yield is 0.520. (7) The reactants are [CH3:1][O:2][C:3]([C:5]1[CH:6]=[CH:7][CH:8]=[C:9]2[C:14]=1[NH:13][CH:12]([C:15]1[CH:20]=[CH:19][CH:18]=[C:17](Br)[CH:16]=1)[CH2:11][C:10]2([CH3:23])[CH3:22])=[O:4].[CH3:24][N:25]1[CH2:30][CH2:29][NH:28][CH2:27][CH2:26]1.Cl.CN(C)CC(O)=O.C(=O)([O-])[O-].[K+].[K+]. The catalyst is CS(C)=O.[Cu]I. The product is [CH3:1][O:2][C:3]([C:5]1[CH:6]=[CH:7][CH:8]=[C:9]2[C:14]=1[NH:13][CH:12]([C:15]1[CH:20]=[CH:19][CH:18]=[C:17]([N:28]3[CH2:29][CH2:30][N:25]([CH3:24])[CH2:26][CH2:27]3)[CH:16]=1)[CH2:11][C:10]2([CH3:23])[CH3:22])=[O:4]. The yield is 0.130.